Task: Regression. Given two drug SMILES strings and cell line genomic features, predict the synergy score measuring deviation from expected non-interaction effect.. Dataset: NCI-60 drug combinations with 297,098 pairs across 59 cell lines (1) Drug 1: C1=C(C(=O)NC(=O)N1)N(CCCl)CCCl. Drug 2: C1CCC(C(C1)N)N.C(=O)(C(=O)[O-])[O-].[Pt+4]. Cell line: BT-549. Synergy scores: CSS=16.0, Synergy_ZIP=-11.9, Synergy_Bliss=-10.2, Synergy_Loewe=-10.5, Synergy_HSA=-8.61. (2) Drug 1: COC1=C(C=C2C(=C1)N=CN=C2NC3=CC(=C(C=C3)F)Cl)OCCCN4CCOCC4. Drug 2: CC1=C(C(CCC1)(C)C)C=CC(=CC=CC(=CC(=O)O)C)C. Cell line: HT29. Synergy scores: CSS=46.6, Synergy_ZIP=4.21, Synergy_Bliss=7.13, Synergy_Loewe=11.0, Synergy_HSA=11.0. (3) Drug 1: CC12CCC3C(C1CCC2=O)CC(=C)C4=CC(=O)C=CC34C. Drug 2: CC1CCC2CC(C(=CC=CC=CC(CC(C(=O)C(C(C(=CC(C(=O)CC(OC(=O)C3CCCCN3C(=O)C(=O)C1(O2)O)C(C)CC4CCC(C(C4)OC)OCCO)C)C)O)OC)C)C)C)OC. Cell line: DU-145. Synergy scores: CSS=56.4, Synergy_ZIP=-0.707, Synergy_Bliss=-0.130, Synergy_Loewe=-5.86, Synergy_HSA=1.27. (4) Drug 1: CCCS(=O)(=O)NC1=C(C(=C(C=C1)F)C(=O)C2=CNC3=C2C=C(C=N3)C4=CC=C(C=C4)Cl)F. Drug 2: C(CCl)NC(=O)N(CCCl)N=O. Cell line: MOLT-4. Synergy scores: CSS=10.7, Synergy_ZIP=-1.74, Synergy_Bliss=0.411, Synergy_Loewe=-2.49, Synergy_HSA=-2.27. (5) Drug 1: CC1=C2C(C(=O)C3(C(CC4C(C3C(C(C2(C)C)(CC1OC(=O)C(C(C5=CC=CC=C5)NC(=O)OC(C)(C)C)O)O)OC(=O)C6=CC=CC=C6)(CO4)OC(=O)C)OC)C)OC. Drug 2: CS(=O)(=O)OCCCCOS(=O)(=O)C. Cell line: HCT116. Synergy scores: CSS=28.3, Synergy_ZIP=-15.6, Synergy_Bliss=-23.0, Synergy_Loewe=-36.3, Synergy_HSA=-20.2. (6) Drug 1: CC1=CC=C(C=C1)C2=CC(=NN2C3=CC=C(C=C3)S(=O)(=O)N)C(F)(F)F. Drug 2: CCC1=C2CN3C(=CC4=C(C3=O)COC(=O)C4(CC)O)C2=NC5=C1C=C(C=C5)O. Cell line: HL-60(TB). Synergy scores: CSS=-7.87, Synergy_ZIP=18.6, Synergy_Bliss=7.30, Synergy_Loewe=-42.8, Synergy_HSA=-7.53. (7) Drug 1: C1=CC(=CC=C1CCCC(=O)O)N(CCCl)CCCl. Drug 2: CC(C)CN1C=NC2=C1C3=CC=CC=C3N=C2N. Cell line: M14. Synergy scores: CSS=3.95, Synergy_ZIP=-6.74, Synergy_Bliss=-4.50, Synergy_Loewe=-6.12, Synergy_HSA=-6.08. (8) Drug 1: CC1CCC2CC(C(=CC=CC=CC(CC(C(=O)C(C(C(=CC(C(=O)CC(OC(=O)C3CCCCN3C(=O)C(=O)C1(O2)O)C(C)CC4CCC(C(C4)OC)O)C)C)O)OC)C)C)C)OC. Drug 2: C(CCl)NC(=O)N(CCCl)N=O. Cell line: NCI-H322M. Synergy scores: CSS=-2.72, Synergy_ZIP=-2.05, Synergy_Bliss=-2.73, Synergy_Loewe=-5.71, Synergy_HSA=-5.75. (9) Drug 1: CC1=C(C(=O)C2=C(C1=O)N3CC4C(C3(C2COC(=O)N)OC)N4)N. Drug 2: C(CCl)NC(=O)N(CCCl)N=O. Cell line: HT29. Synergy scores: CSS=29.4, Synergy_ZIP=-0.372, Synergy_Bliss=3.10, Synergy_Loewe=7.64, Synergy_HSA=8.04.